This data is from Reaction yield outcomes from USPTO patents with 853,638 reactions. The task is: Predict the reaction yield, written as a fraction of the theoretical maximum amount of product (1.0 means a 100% yield; for example, 0.34 means a 34% yield). (1) The reactants are [N+:1]([C:4]1[CH:5]=[CH:6][CH:7]=[C:8]2[C:13]=1[N:12]=[CH:11][C:10]([OH:14])=[CH:9]2)([O-:3])=[O:2].Cl[C:16]([F:21])([F:20])C([O-])=O.[Na+].C(=O)([O-])[O-].[Na+].[Na+].ClCCl. The catalyst is CN(C)C=O. The product is [F:20][CH:16]([F:21])[O:14][C:10]1[CH:11]=[N:12][C:13]2[C:8]([CH:9]=1)=[CH:7][CH:6]=[CH:5][C:4]=2[N+:1]([O-:3])=[O:2]. The yield is 0.160. (2) The reactants are [Br:1][C:2]1[CH:7]=[CH:6][C:5]([CH2:8][C:9](Cl)=[O:10])=[C:4]([F:12])[CH:3]=1.[OH-].[NH4+:14]. The catalyst is C1COCC1. The product is [Br:1][C:2]1[CH:7]=[CH:6][C:5]([CH2:8][C:9]([NH2:14])=[O:10])=[C:4]([F:12])[CH:3]=1. The yield is 0.639.